Predict the product of the given reaction. From a dataset of Forward reaction prediction with 1.9M reactions from USPTO patents (1976-2016). Given the reactants [N:1]1[CH:6]=[CH:5][CH:4]=[C:3]([C:7]([S:9]C)=S)[CH:2]=1.Cl.[NH2:12][CH2:13][C:14]([O:16][CH3:17])=[O:15].C(N(CC)CC)C.O, predict the reaction product. The product is: [N:1]1[CH:6]=[CH:5][CH:4]=[C:3]([C:7](=[S:9])[NH:12][CH2:13][C:14]([O:16][CH3:17])=[O:15])[CH:2]=1.